From a dataset of Reaction yield outcomes from USPTO patents with 853,638 reactions. Predict the reaction yield, written as a fraction of the theoretical maximum amount of product (1.0 means a 100% yield; for example, 0.34 means a 34% yield). (1) The reactants are [CH3:1][O:2][C:3]1[CH:8]=[CH:7][C:6]([O:9][CH3:10])=[CH:5][C:4]=1[CH2:11][CH2:12][NH2:13].Br[CH2:15][CH2:16][CH2:17][C:18]([O:20][CH2:21][CH3:22])=[O:19].C(N(C(C)C)CC)(C)C. No catalyst specified. The product is [CH3:1][O:2][C:3]1[CH:8]=[CH:7][C:6]([O:9][CH3:10])=[CH:5][C:4]=1[CH2:11][CH2:12][NH:13][CH2:15][CH2:16][CH2:17][C:18]([O:20][CH2:21][CH3:22])=[O:19]. The yield is 0.940. (2) The reactants are COC1C=C(OC)C=CC=1C[N:6]([C:33]1[CH:38]=[CH:37][N:36]=[CH:35][N:34]=1)[S:7]([C:10]1[CH:15]=[C:14]([F:16])[C:13]([O:17][C@H:18]2[CH2:23][C:22]([CH3:25])([CH3:24])[CH2:21][CH2:20][C@@H:19]2[C:26]2[N:30]([CH3:31])[N:29]=[CH:28][CH:27]=2)=[CH:12][C:11]=1[F:32])(=[O:9])=[O:8].C([SiH](CC)CC)C.FC(F)(F)C(O)=O. The catalyst is ClCCl. The product is [CH3:24][C:22]1([CH3:25])[CH2:23][C@H:18]([O:17][C:13]2[C:14]([F:16])=[CH:15][C:10]([S:7]([NH:6][C:33]3[CH:38]=[CH:37][N:36]=[CH:35][N:34]=3)(=[O:8])=[O:9])=[C:11]([F:32])[CH:12]=2)[C@@H:19]([C:26]2[N:30]([CH3:31])[N:29]=[CH:28][CH:27]=2)[CH2:20][CH2:21]1. The yield is 0.920. (3) The reactants are [CH3:1][N:2]([CH2:10][CH2:11][N:12]([CH3:34])[CH2:13][C:14]1[C:15]([C:25]2[CH:30]=[CH:29][C:28]([N+:31]([O-])=O)=[CH:27][CH:26]=2)=[N:16][N:17]([CH:19]2[CH2:24][CH2:23][CH2:22][CH2:21][O:20]2)[CH:18]=1)[C:3](=[O:9])[O:4][C:5]([CH3:8])([CH3:7])[CH3:6]. The catalyst is CO. The product is [NH2:31][C:28]1[CH:29]=[CH:30][C:25]([C:15]2[C:14]([CH2:13][N:12]([CH3:34])[CH2:11][CH2:10][N:2]([CH3:1])[C:3](=[O:9])[O:4][C:5]([CH3:8])([CH3:7])[CH3:6])=[CH:18][N:17]([CH:19]3[CH2:24][CH2:23][CH2:22][CH2:21][O:20]3)[N:16]=2)=[CH:26][CH:27]=1. The yield is 0.920. (4) The reactants are [C:1]1([C:7]([C:20]2[CH:25]=[CH:24][CH:23]=[CH:22][CH:21]=2)([C:11]2[CH:16]=[CH:15][C:14]([N+:17]([O-])=O)=[CH:13][N:12]=2)[C:8]([NH2:10])=[O:9])[CH:6]=[CH:5][CH:4]=[CH:3][CH:2]=1. The catalyst is CCO.[Pt](=O)=O. The product is [C:20]1([C:7]([C:1]2[CH:6]=[CH:5][CH:4]=[CH:3][CH:2]=2)([C:11]2[CH:16]=[CH:15][C:14]([NH2:17])=[CH:13][N:12]=2)[C:8]([NH2:10])=[O:9])[CH:21]=[CH:22][CH:23]=[CH:24][CH:25]=1. The yield is 0.980. (5) The reactants are [Cl:1][C:2]1[CH:25]=[CH:24][C:5]([CH2:6][N:7]2[CH:11]=[N:10][N:9]=[C:8]2[C@H:12]2[CH2:16][CH2:15][CH2:14][N:13]2[C:17]([O:19][C:20]([CH3:23])([CH3:22])[CH3:21])=[O:18])=[CH:4][CH:3]=1.C([Li])CCC.CCCCCC.[Cl:37]N1C(=O)CCC1=O.C([O-])(O)=O.[Na+]. The catalyst is C1COCC1. The product is [Cl:1][C:2]1[CH:25]=[CH:24][C:5]([CH2:6][N:7]2[C:11]([Cl:37])=[N:10][N:9]=[C:8]2[C@H:12]2[CH2:16][CH2:15][CH2:14][N:13]2[C:17]([O:19][C:20]([CH3:21])([CH3:22])[CH3:23])=[O:18])=[CH:4][CH:3]=1. The yield is 0.212. (6) The yield is 0.940. The reactants are C(OC([N:8]1[CH2:11][CH:10]([N:12]2[CH2:15][CH:14]([F:16])[CH2:13]2)[CH2:9]1)=O)(C)(C)C. The product is [F:16][CH:14]1[CH2:15][N:12]([CH:10]2[CH2:11][NH:8][CH2:9]2)[CH2:13]1. The catalyst is C(Cl)Cl.C(O)(C(F)(F)F)=O.